From a dataset of Forward reaction prediction with 1.9M reactions from USPTO patents (1976-2016). Predict the product of the given reaction. (1) The product is: [C:15]([O:19][C:20]([N:22]1[CH2:27][CH2:26][CH2:25][CH:24]([CH2:28][O:14][C:7]2[CH:6]=[C:5]([O:4][CH2:3][CH2:2][F:1])[CH:13]=[CH:12][C:8]=2[C:9]([O:11][CH3:30])=[O:10])[CH2:23]1)=[O:21])([CH3:18])([CH3:17])[CH3:16]. Given the reactants [F:1][CH2:2][CH2:3][O:4][C:5]1[CH:13]=[CH:12][C:8]([C:9]([O-:11])=[O:10])=[C:7]([OH:14])[CH:6]=1.[C:15]([O:19][C:20]([N:22]1[CH2:27][CH2:26][CH2:25][CH:24]([CH2:28]O)[CH2:23]1)=[O:21])([CH3:18])([CH3:17])[CH3:16].[C:30]1(P(C2C=CC=CC=2)C2C=CC=CC=2)C=CC=CC=1.N(C(OCC)=O)=NC(OCC)=O, predict the reaction product. (2) Given the reactants [N+:1]([C:4]1[CH:5]=[C:6]2[C:11](=[CH:12][CH:13]=1)[N:10]=[CH:9][CH:8]=[N:7]2)([O-])=O.CS(C)=O, predict the reaction product. The product is: [NH2:1][C:4]1[CH:5]=[C:6]2[C:11](=[CH:12][CH:13]=1)[N:10]=[CH:9][CH:8]=[N:7]2. (3) Given the reactants [C:1]1([CH:9]=[CH:8][CH:7]=[C:5]([OH:6])[C:3]=1[OH:4])[OH:2].[C:10]1([C:12](=[CH:14][CH:15]=[CH:16]C=1)[OH:13])[OH:11].OO, predict the reaction product. The product is: [CH:9]1[C:8]2[CH:16]=[CH:15][CH:14]=[C:12]([OH:13])[C:10](=[O:11])[C:7]=2[C:5]([OH:6])=[C:3]([OH:4])[C:1]=1[OH:2]. (4) Given the reactants [CH:1]([Mg]Cl)=[CH2:2].Br[C:6]1[C:15]2[C:10](=[CH:11][CH:12]=[C:13]([O:16][CH3:17])[CH:14]=2)[N:9]=[CH:8][CH:7]=1, predict the reaction product. The product is: [CH3:17][O:16][C:13]1[CH:14]=[C:15]2[C:10](=[CH:11][CH:12]=1)[N:9]=[CH:8][CH:7]=[C:6]2[CH:1]=[CH2:2]. (5) The product is: [C:15]([O:19][C:20]1[CH:21]=[CH:22][C:23]([O:24][CH2:25][CH2:26][N:10]2[C:6]3[CH:5]=[CH:4][N:3]=[C:2]([Cl:1])[C:7]=3[CH:8]=[C:9]2[C:11]([O:13][CH3:14])=[O:12])=[CH:28][CH:29]=1)([CH3:17])([CH3:16])[CH3:18]. Given the reactants [Cl:1][C:2]1[C:7]2[CH:8]=[C:9]([C:11]([O:13][CH3:14])=[O:12])[NH:10][C:6]=2[CH:5]=[CH:4][N:3]=1.[C:15]([O:19][C:20]1[CH:29]=[CH:28][C:23]([O:24][CH2:25][CH2:26]O)=[CH:22][CH:21]=1)([CH3:18])([CH3:17])[CH3:16].C1C=CC(P(C2C=CC=CC=2)C2C=CC=CC=2)=CC=1.CC(OC(/N=N/C(OC(C)C)=O)=O)C, predict the reaction product. (6) Given the reactants [NH2:1][C:2]1[CH:3]=[C:4]([C:8]2[CH:15]=[CH:14][C:11]([C:12]#[N:13])=[C:10]([Cl:16])[CH:9]=2)[CH:5]=[N:6][CH:7]=1.[O:17]([CH2:24][CH2:25][S:26](Cl)(=[O:28])=[O:27])[C:18]1[CH:23]=[CH:22][CH:21]=[CH:20][CH:19]=1, predict the reaction product. The product is: [Cl:16][C:10]1[CH:9]=[C:8]([C:4]2[CH:3]=[C:2]([NH:1][S:26]([CH2:25][CH2:24][O:17][C:18]3[CH:23]=[CH:22][CH:21]=[CH:20][CH:19]=3)(=[O:28])=[O:27])[CH:7]=[N:6][CH:5]=2)[CH:15]=[CH:14][C:11]=1[C:12]#[N:13].